Dataset: Forward reaction prediction with 1.9M reactions from USPTO patents (1976-2016). Task: Predict the product of the given reaction. (1) Given the reactants [C:1]1([CH3:11])[CH:6]=[CH:5][C:4]([CH2:7][C:8](O)=O)=[CH:3][CH:2]=1.[CH:12]1([NH2:15])[CH2:14][CH2:13]1, predict the reaction product. The product is: [CH:12]1([NH:15][CH2:8][CH2:7][C:4]2[CH:5]=[CH:6][C:1]([CH3:11])=[CH:2][CH:3]=2)[CH2:14][CH2:13]1. (2) Given the reactants C([NH:5][C:6](=O)[C:7]([C:9]1[C:10]([F:20])=[C:11]([C:15](OCC)=O)[N:12](C)[CH:13]=1)=O)(C)(C)C.NC(C)(C)CO.[F:28][C:29]1[C:33]([C:34](=[O:43])[C:35]([NH:37][C:38]([CH3:42])([CH3:41])[CH2:39][OH:40])=[O:36])=[CH:32][N:31]([CH3:44])[C:30]=1[C:45]([O:47][CH2:48][CH3:49])=[O:46], predict the reaction product. The product is: [F:28][C:29]1[C:33]([C:34](=[O:43])[C:35]([NH:37][C:38]([CH3:41])([CH3:42])[CH2:39][OH:40])=[O:36])=[CH:32][N:31]([CH3:44])[C:30]=1[C:45]([O:47][CH2:48][CH3:49])=[O:46].[C:13]([C:9]1[CH:7]=[C:6]([NH:5][C:45]([C:30]2[N:31]([CH3:44])[CH:32]=[C:33]([C:34](=[O:43])[C:35]([NH:37][C:38]([CH3:41])([CH3:42])[CH2:39][OH:40])=[O:36])[C:29]=2[F:28])=[O:47])[CH:15]=[CH:11][C:10]=1[F:20])#[N:12]. (3) Given the reactants [C:1]([O:5][C:6]([N:8]1[CH2:15][CH2:14][CH2:13][C@H:9]1[C:10]([OH:12])=[O:11])=[O:7])([CH3:4])([CH3:3])[CH3:2].[CH3:16]CCCCC.[Si](C=[N+]=[N-])(C)(C)C, predict the reaction product. The product is: [CH3:16][O:11][C:10](=[O:12])[C@@H:9]1[CH2:13][CH2:14][CH2:15][N:8]1[C:6]([O:5][C:1]([CH3:4])([CH3:2])[CH3:3])=[O:7]. (4) The product is: [Br:1][C:2]1[CH:7]=[C:6]([C:8]2[CH:17]=[CH:16][C:15]3[C:10](=[CH:11][CH:12]=[C:13]([C:18]4[N:22]([CH:23]5[CH2:24][CH2:25][CH2:26][CH2:27][CH2:28]5)[C:21]5[CH:29]=[CH:30][C:31]([C:33]([OH:35])=[O:34])=[CH:32][C:20]=5[N:19]=4)[CH:14]=3)[N:9]=2)[CH:5]=[CH:4][CH:3]=1. Given the reactants [Br:1][C:2]1[CH:3]=[CH:4][C:5](O)=[C:6]([C:8]2[CH:17]=[CH:16][C:15]3[C:10](=[CH:11][CH:12]=[C:13]([C:18]4[N:22]([CH:23]5[CH2:28][CH2:27][CH2:26][CH2:25][CH2:24]5)[C:21]5[CH:29]=[CH:30][C:31]([C:33]([OH:35])=[O:34])=[CH:32][C:20]=5[N:19]=4)[CH:14]=3)[N:9]=2)[CH:7]=1.BrC1C=C(C(=O)C)C=CC=1.[OH-].[K+], predict the reaction product. (5) Given the reactants [N:1]1([C:7]2[CH:8]=[CH:9][C:10]3[N:11]([C:13]([C:16]([F:19])([F:18])[F:17])=[N:14][N:15]=3)[N:12]=2)[CH2:6][CH2:5][NH:4][CH2:3][CH2:2]1.[CH2:20]([O:22][C:23]1[N:28]=[CH:27][C:26]([CH:29]=O)=[CH:25][CH:24]=1)[CH3:21], predict the reaction product. The product is: [CH2:20]([O:22][C:23]1[N:28]=[CH:27][C:26]([CH2:29][N:4]2[CH2:3][CH2:2][N:1]([C:7]3[CH:8]=[CH:9][C:10]4[N:11]([C:13]([C:16]([F:17])([F:18])[F:19])=[N:14][N:15]=4)[N:12]=3)[CH2:6][CH2:5]2)=[CH:25][CH:24]=1)[CH3:21]. (6) Given the reactants CS[C:3]1[S:4][C:5](=[CH:9][C:10]2[C:18]3[C:13](=[N:14][CH:15]=[CH:16][CH:17]=3)[NH:12][CH:11]=2)[C:6](=[O:8])[N:7]=1.[F:19][C:20]1[CH:25]=[CH:24][C:23]([C@@H:26]([NH2:29])[CH2:27][OH:28])=[CH:22][CH:21]=1.CCN(C(C)C)C(C)C, predict the reaction product. The product is: [F:19][C:20]1[CH:21]=[CH:22][C:23]([C@@H:26]([NH:29][C:3]2[S:4]/[C:5](=[CH:9]\[C:10]3[C:18]4[C:13](=[N:14][CH:15]=[CH:16][CH:17]=4)[NH:12][CH:11]=3)/[C:6](=[O:8])[N:7]=2)[CH2:27][OH:28])=[CH:24][CH:25]=1. (7) Given the reactants [CH2:1]([O:8][C:9]1[CH:14]=[CH:13][C:12]([C:15](=[O:17])[CH3:16])=[CH:11][C:10]=1[CH3:18])[C:2]1[CH:7]=[CH:6][CH:5]=[CH:4][CH:3]=1.C([N-]C(C)C)(C)C.[Li+].[CH3:27][C:28]1[N:29]=[C:30]([C:35]2[CH:40]=[CH:39][C:38]([C:41]([F:44])([F:43])[F:42])=[CH:37][CH:36]=2)[S:31][C:32]=1[CH:33]=O.C1(C)C(S(O)(=O)=O)=CC=CC=1, predict the reaction product. The product is: [CH2:1]([O:8][C:9]1[CH:14]=[CH:13][C:12]([C:15](=[O:17])[CH:16]=[CH:33][C:32]2[S:31][C:30]([C:35]3[CH:36]=[CH:37][C:38]([C:41]([F:44])([F:42])[F:43])=[CH:39][CH:40]=3)=[N:29][C:28]=2[CH3:27])=[CH:11][C:10]=1[CH3:18])[C:2]1[CH:3]=[CH:4][CH:5]=[CH:6][CH:7]=1. (8) Given the reactants [CH3:1][NH2:2].F[C:4]1[CH:9]=[CH:8][C:7]([S:10]([C:13]2[CH:14]=[CH:15][C:16]([CH:36]([CH3:38])[CH3:37])=[C:17]([S:19]([NH:22][CH:23]3[CH2:28][CH2:27][N:26]([C:29]([O:31][C:32]([CH3:35])([CH3:34])[CH3:33])=[O:30])[CH2:25][CH2:24]3)(=[O:21])=[O:20])[CH:18]=2)(=[O:12])=[O:11])=[CH:6][CH:5]=1, predict the reaction product. The product is: [CH:36]([C:16]1[CH:15]=[CH:14][C:13]([S:10]([C:7]2[CH:8]=[CH:9][C:4]([NH:2][CH3:1])=[CH:5][CH:6]=2)(=[O:12])=[O:11])=[CH:18][C:17]=1[S:19]([NH:22][CH:23]1[CH2:28][CH2:27][N:26]([C:29]([O:31][C:32]([CH3:35])([CH3:34])[CH3:33])=[O:30])[CH2:25][CH2:24]1)(=[O:21])=[O:20])([CH3:38])[CH3:37]. (9) Given the reactants [O:1]([CH:8]([C:10]1[CH:18]=[CH:17][C:13]([C:14]([OH:16])=O)=[CH:12][CH:11]=1)[CH3:9])[C:2]1[CH:7]=[CH:6][CH:5]=[CH:4][CH:3]=1.Cl.C(N=C=NCCCN(C)C)C.ON1C2C=CC=CC=2N=N1.[NH2:41][CH2:42][C:43]1[C:44]([OH:51])=[N:45][C:46]([CH3:50])=[CH:47][C:48]=1[CH3:49], predict the reaction product. The product is: [OH:51][C:44]1[C:43]([CH2:42][NH:41][C:14](=[O:16])[C:13]2[CH:12]=[CH:11][C:10]([CH:8]([O:1][C:2]3[CH:3]=[CH:4][CH:5]=[CH:6][CH:7]=3)[CH3:9])=[CH:18][CH:17]=2)=[C:48]([CH3:49])[CH:47]=[C:46]([CH3:50])[N:45]=1. (10) Given the reactants [CH2:1]([O:8][C:9]([N:11]1[CH2:16][CH2:15][NH:14][C:13](=[O:17])[C@@H:12]1[CH2:18][O:19][CH3:20])=[O:10])[C:2]1[CH:7]=[CH:6][CH:5]=[CH:4][CH:3]=1.Br[CH2:22][C:23]1[CH:24]=[N:25][C:26]([S:29][CH3:30])=[N:27][CH:28]=1.[OH-].[Na+], predict the reaction product. The product is: [CH2:1]([O:8][C:9]([N:11]1[CH2:16][CH2:15][N:14]([CH2:22][C:23]2[CH:24]=[N:25][C:26]([S:29][CH3:30])=[N:27][CH:28]=2)[C:13](=[O:17])[C@@H:12]1[CH2:18][O:19][CH3:20])=[O:10])[C:2]1[CH:7]=[CH:6][CH:5]=[CH:4][CH:3]=1.